From a dataset of Full USPTO retrosynthesis dataset with 1.9M reactions from patents (1976-2016). Predict the reactants needed to synthesize the given product. (1) Given the product [Br:1][C:2]1[C:7]([CH3:8])=[CH:6][C:5]([O:9][CH2:12][CH2:13][NH:14][C:15](=[O:21])[O:16][C:17]([CH3:20])([CH3:19])[CH3:18])=[CH:4][C:3]=1[CH3:10], predict the reactants needed to synthesize it. The reactants are: [Br:1][C:2]1[C:7]([CH3:8])=[CH:6][C:5]([OH:9])=[CH:4][C:3]=1[CH3:10].Br[CH2:12][CH2:13][NH:14][C:15](=[O:21])[O:16][C:17]([CH3:20])([CH3:19])[CH3:18].C([O-])([O-])=O.[Cs+].[Cs+]. (2) Given the product [F:24][C:25]([F:36])([F:35])[C:26]([NH:1][CH2:2][C@@H:3]1[CH2:7][CH2:6][N:5]([C:8]([O:10][C:11]([CH3:14])([CH3:13])[CH3:12])=[O:9])[CH2:4]1)=[O:27], predict the reactants needed to synthesize it. The reactants are: [NH2:1][CH2:2][C@@H:3]1[CH2:7][CH2:6][N:5]([C:8]([O:10][C:11]([CH3:14])([CH3:13])[CH3:12])=[O:9])[CH2:4]1.C(N(C(C)C)CC)(C)C.[F:24][C:25]([F:36])([F:35])[C:26](O[C:26](=[O:27])[C:25]([F:36])([F:35])[F:24])=[O:27]. (3) Given the product [F:1][C:2]1[CH:7]=[CH:6][CH:5]=[CH:4][C:3]=1[C:8]1[C:13]([C:14]([NH:35][CH:36]([CH3:38])[CH3:37])=[O:16])=[CH:12][N:11]=[C:10]([S:19][CH3:20])[N:9]=1, predict the reactants needed to synthesize it. The reactants are: [F:1][C:2]1[CH:7]=[CH:6][CH:5]=[CH:4][C:3]=1[C:8]1[C:13]([C:14]([O:16]CC)=O)=[CH:12][N:11]=[C:10]([S:19][CH3:20])[N:9]=1.[OH-].[Na+].C(Cl)(=O)C(Cl)=O.COC1C=C(C=CC=1)C[NH:35][CH:36]([CH3:38])[CH3:37].C(N(C(C)C)CC)(C)C. (4) Given the product [O:1]1[CH2:2][CH2:3][CH2:4][CH2:5][CH:6]1[C:7]1[CH:12]=[CH:11][N:10]=[CH:9][C:8]=1[NH2:13], predict the reactants needed to synthesize it. The reactants are: [O:1]1[C:6]([C:7]2[CH:12]=[CH:11][N:10]=[CH:9][C:8]=2[N+:13]([O-])=O)=[CH:5][CH2:4][CH2:3][CH2:2]1.